From a dataset of Full USPTO retrosynthesis dataset with 1.9M reactions from patents (1976-2016). Predict the reactants needed to synthesize the given product. (1) The reactants are: [Br:1][C:2]1[CH:3]=[CH:4][C:5](=[O:8])[NH:6][CH:7]=1.[H-].[Na+].BrC(C)COC1C2C(=CC(OC)=CC=2)N=CC=1.Br[CH2:29][CH:30]([O:32][C:33]1[C:42]2[C:37](=[CH:38][C:39]([O:43][CH3:44])=[CH:40][CH:41]=2)[N:36]=[CH:35][CH:34]=1)[CH3:31]. Given the product [Br:1][C:2]1[CH:3]=[CH:4][C:5](=[O:8])[N:6]([CH2:31][CH:30]([O:32][C:33]2[C:42]3[C:37](=[CH:38][C:39]([O:43][CH3:44])=[CH:40][CH:41]=3)[N:36]=[CH:35][CH:34]=2)[CH3:29])[CH:7]=1, predict the reactants needed to synthesize it. (2) Given the product [CH2:30]([O:29][C:27]([C:22]1[S:21][C:20]([C:18]([O:17][CH2:15][CH3:16])=[O:19])=[C:24]2[C:23]=1[O:26][CH2:36][C:33]([F:38])([F:32])[CH2:34][O:25]2)=[O:28])[CH3:31], predict the reactants needed to synthesize it. The reactants are: C(OC(N=NC(OC(C)C)=O)=O)(C)C.[CH2:15]([O:17][C:18]([C:20]1[S:21][C:22]([C:27]([O:29][CH2:30][CH3:31])=[O:28])=[C:23]([OH:26])[C:24]=1[OH:25])=[O:19])[CH3:16].[F:32][C:33]([F:38])([CH2:36]O)[CH2:34]O.C(P(CCCC)CCCC)CCC. (3) Given the product [C@H:1]12[CH2:7][C@H:4]([CH2:5][CH2:6]1)[CH2:3][C@H:2]2[NH:8][C:9]1[N:14]=[C:13]([C:15]([F:18])([F:17])[F:16])[C:12]([CH2:19][Cl:23])=[CH:11][N:10]=1, predict the reactants needed to synthesize it. The reactants are: [C@H:1]12[CH2:7][C@H:4]([CH2:5][CH2:6]1)[CH2:3][C@H:2]2[NH:8][C:9]1[N:14]=[C:13]([C:15]([F:18])([F:17])[F:16])[C:12]([CH2:19]O)=[CH:11][N:10]=1.S(Cl)([Cl:23])=O.C(=O)([O-])O.[Na+].